From a dataset of Forward reaction prediction with 1.9M reactions from USPTO patents (1976-2016). Predict the product of the given reaction. (1) Given the reactants [NH:1]1[C:9]2[C:4](=[CH:5][CH:6]=[CH:7][CH:8]=2)[C:3]([CH2:10][C@H:11]([NH:15][C:16](=[O:29])[CH2:17][CH2:18][CH2:19][C:20]2[C:28]3[C:23](=[CH:24][CH:25]=[CH:26][CH:27]=3)[NH:22][CH:21]=2)[C:12](O)=[O:13])=[CH:2]1.ON1C(=O)CCC1=O.[NH2:38][CH2:39][CH2:40][CH2:41][CH2:42][CH2:43][C:44]([OH:46])=O.C([O-])(O)=O.[Na+].Cl.[CH2:53]([O:60][NH2:61])[C:54]1[CH:59]=[CH:58][CH:57]=[CH:56][CH:55]=1.C(N(CC)CC)C, predict the reaction product. The product is: [CH2:53]([O:60][NH:61][C:44](=[O:46])[CH2:43][CH2:42][CH2:41][CH2:40][CH2:39][NH:38][C:12](=[O:13])[C@@H:11]([NH:15][C:16](=[O:29])[CH2:17][CH2:18][CH2:19][C:20]1[C:28]2[C:23](=[CH:24][CH:25]=[CH:26][CH:27]=2)[NH:22][CH:21]=1)[CH2:10][C:3]1[C:4]2[C:9](=[CH:8][CH:7]=[CH:6][CH:5]=2)[NH:1][CH:2]=1)[C:54]1[CH:59]=[CH:58][CH:57]=[CH:56][CH:55]=1. (2) Given the reactants [N:1]1([C@@H:7]2[CH2:11][CH2:10][N:9]([C:12]3[S:13][C:14]4[CH:20]=[C:19](B5OC(C)(C)C(C)(C)O5)[CH:18]=[CH:17][C:15]=4[N:16]=3)[CH2:8]2)[CH2:6][CH2:5][CH2:4][CH2:3][CH2:2]1.Br[C:31]1[N:36]=[C:35]([C:37](OC)=[O:38])[CH:34]=[CH:33][CH:32]=1.C([O-])([O-])=O.[K+].[K+].[CH:47]([OH:50])([CH3:49])[CH3:48], predict the reaction product. The product is: [N:1]1([C@@H:7]2[CH2:11][CH2:10][N:9]([C:12]3[S:13][C:14]4[CH:20]=[C:19]([C:31]5[N:36]=[C:35]([C:37]([O:50][CH:47]([CH3:49])[CH3:48])=[O:38])[CH:34]=[CH:33][CH:32]=5)[CH:18]=[CH:17][C:15]=4[N:16]=3)[CH2:8]2)[CH2:6][CH2:5][CH2:4][CH2:3][CH2:2]1. (3) Given the reactants Cl[C:2]1[CH:3]=[C:4]2[C:8](=[CH:9][C:10]=1[N+:11]([O-:13])=[O:12])[C:7](=[O:14])[NH:6][C:5]2=[O:15].[NH2:16]C(N)=O, predict the reaction product. The product is: [NH2:16][C:2]1[CH:3]=[C:4]2[C:8](=[CH:9][C:10]=1[N+:11]([O-:13])=[O:12])[C:7](=[O:14])[NH:6][C:5]2=[O:15].